From a dataset of Peptide-MHC class I binding affinity with 185,985 pairs from IEDB/IMGT. Regression. Given a peptide amino acid sequence and an MHC pseudo amino acid sequence, predict their binding affinity value. This is MHC class I binding data. (1) The peptide sequence is NARLMRALK. The MHC is HLA-A30:01 with pseudo-sequence HLA-A30:01. The binding affinity (normalized) is 0.926. (2) The peptide sequence is RISGVDRYY. The MHC is Mamu-A11 with pseudo-sequence Mamu-A11. The binding affinity (normalized) is 0.631. (3) The peptide sequence is ALEPGFKDY. The MHC is HLA-B58:01 with pseudo-sequence HLA-B58:01. The binding affinity (normalized) is 0.0847. (4) The peptide sequence is VQIPEKKCF. The MHC is HLA-B27:05 with pseudo-sequence HLA-B27:05. The binding affinity (normalized) is 0.0847. (5) The peptide sequence is LEGLADAIW. The MHC is HLA-B51:01 with pseudo-sequence HLA-B51:01. The binding affinity (normalized) is 0.0847. (6) The peptide sequence is TIEGRKVMLY. The MHC is HLA-A02:03 with pseudo-sequence HLA-A02:03. The binding affinity (normalized) is 0. (7) The peptide sequence is RMMETWHPL. The MHC is HLA-B46:01 with pseudo-sequence HLA-B46:01. The binding affinity (normalized) is 0.249.